Dataset: Reaction yield outcomes from USPTO patents with 853,638 reactions. Task: Predict the reaction yield, written as a fraction of the theoretical maximum amount of product (1.0 means a 100% yield; for example, 0.34 means a 34% yield). (1) The reactants are F[C:2]1[CH:7]=[C:6]([CH3:8])[CH:5]=[CH:4][N:3]=1.[CH3:9][CH:10]([CH3:13])[C:11]#[N:12].C[Si](C)(C)[N-][Si](C)(C)C.[K+]. The catalyst is C1(C)C=CC=CC=1. The product is [CH3:9][C:10]([C:2]1[CH:7]=[C:6]([CH3:8])[CH:5]=[CH:4][N:3]=1)([CH3:13])[C:11]#[N:12]. The yield is 0.600. (2) The reactants are [N:8]1(C([N:8]2[CH:12]=[CH:11][N:10]=[CH:9]2)=N)[CH:12]=[CH:11][N:10]=[CH:9]1.N[C:14]1[CH:19]=[CH:18]C=C[C:15]=1[OH:20]. The catalyst is C1COCC1. The product is [O:20]1[C:15]2[CH:14]=[CH:19][CH:18]=[CH:12][C:11]=2[N:10]=[C:9]1[NH2:8]. The yield is 0.870.